Dataset: Full USPTO retrosynthesis dataset with 1.9M reactions from patents (1976-2016). Task: Predict the reactants needed to synthesize the given product. (1) Given the product [C:11]([C:3]1[C:2]([NH:1][C:22]([C:19]2[S:20][CH:21]=[C:17]([CH:14]([CH3:16])[CH3:15])[N:18]=2)=[O:23])=[C:7]([CH3:8])[C:6]([O:9][CH3:10])=[CH:5][CH:4]=1)(=[O:13])[CH3:12], predict the reactants needed to synthesize it. The reactants are: [NH2:1][C:2]1[C:7]([CH3:8])=[C:6]([O:9][CH3:10])[CH:5]=[CH:4][C:3]=1[C:11](=[O:13])[CH3:12].[CH:14]([C:17]1[N:18]=[C:19]([C:22](Cl)=[O:23])[S:20][CH:21]=1)([CH3:16])[CH3:15].C(C1C=CC(OC)=CC=1NC(C1SC=C(C(C)C)N=1)=O)(=O)C. (2) Given the product [CH2:15]([O:20][C:2]1[CH:3]=[C:4]([CH3:11])[CH:5]=[CH:6][C:7]=1[N+:8]([O-:10])=[O:9])[CH2:14][CH3:13].[CH3:12][C:13]1[CH:19]=[CH:18][C:16]([NH:17][C:30]([NH:24][C:25]2[S:26][CH:27]=[CH:28][N:29]=2)=[O:33])=[C:15]([O:20][CH2:21][CH2:22][CH3:23])[CH:14]=1, predict the reactants needed to synthesize it. The reactants are: F[C:2]1[CH:3]=[C:4]([CH3:11])[CH:5]=[CH:6][C:7]=1[N+:8]([O-:10])=[O:9].[CH3:12][C:13]1[CH:19]=[CH:18][C:16]([NH2:17])=[C:15]([O:20][CH2:21][CH2:22][CH3:23])[CH:14]=1.[NH2:24][C:25]1[S:26][CH:27]=[CH:28][N:29]=1.[CH2:30]([OH:33])CC.